Dataset: Reaction yield outcomes from USPTO patents with 853,638 reactions. Task: Predict the reaction yield, written as a fraction of the theoretical maximum amount of product (1.0 means a 100% yield; for example, 0.34 means a 34% yield). (1) The reactants are CS(O[CH2:6][C@@H:7]([NH:12][C:13]([O:15][C:16]([CH3:19])([CH3:18])[CH3:17])=[O:14])[CH2:8][CH2:9][S:10][CH3:11])(=O)=O.[S:20]([O-:23])([O-:22])=[O:21].[Na+:24].[Na+]. The catalyst is CCO.O. The product is [C:16]([O:15][C:13]([NH:12][C@@H:7]([CH2:8][CH2:9][S:10][CH3:11])[CH2:6][S:20]([O-:23])(=[O:22])=[O:21])=[O:14])([CH3:17])([CH3:18])[CH3:19].[Na+:24]. The yield is 0.370. (2) The reactants are COC[N:4]1[C:12]2[C:7](=[CH:8][CH:9]=[CH:10][C:11]=2[N:13]([CH3:22])[S:14]([C:17]2[S:18][CH:19]=[CH:20][CH:21]=2)(=[O:16])=[O:15])[CH:6]=[C:5]1[C:23]([O:25][CH2:26][CH3:27])=[O:24].Cl.C(O)C. The catalyst is O. The product is [CH3:22][N:13]([S:14]([C:17]1[S:18][CH:19]=[CH:20][CH:21]=1)(=[O:15])=[O:16])[C:11]1[CH:10]=[CH:9][CH:8]=[C:7]2[C:12]=1[NH:4][C:5]([C:23]([O:25][CH2:26][CH3:27])=[O:24])=[CH:6]2. The yield is 0.460. (3) The yield is 0.920. The reactants are [Cl:1][C:2]1[CH:38]=[CH:37][C:5]([O:6][CH2:7][C:8]([N:10]2[CH2:15][CH2:14][N:13]([C:16]3[C:17]4[CH:29]=[C:28]([C:30]5[CH:35]=[CH:34][C:33]([F:36])=[CH:32][CH:31]=5)[S:27][C:18]=4[N:19]=[C:20]([C:22](OCC)=[O:23])[N:21]=3)[CH2:12][CH2:11]2)=[O:9])=[CH:4][CH:3]=1.[CH3:39][O:40][CH2:41][CH2:42][NH2:43]. The catalyst is CO. The product is [Cl:1][C:2]1[CH:38]=[CH:37][C:5]([O:6][CH2:7][C:8]([N:10]2[CH2:11][CH2:12][N:13]([C:16]3[C:17]4[CH:29]=[C:28]([C:30]5[CH:35]=[CH:34][C:33]([F:36])=[CH:32][CH:31]=5)[S:27][C:18]=4[N:19]=[C:20]([C:22]([NH:43][CH2:42][CH2:41][O:40][CH3:39])=[O:23])[N:21]=3)[CH2:14][CH2:15]2)=[O:9])=[CH:4][CH:3]=1. (4) The product is [OH:1][CH2:2][C:3]1[CH:4]=[C:5]([N+:11]([O-:13])=[O:12])[CH:6]=[CH:7][C:8]=1[S:26]([CH3:14])(=[O:28])=[O:25]. The yield is 0.650. The reactants are [OH:1][CH2:2][C:3]1[CH:4]=[C:5]([N+:11]([O-:13])=[O:12])[CH:6]=[CH:7][C:8]=1SC.[CH:14]1C=C(Cl)C=C(C(OO)=O)C=1.[O-:25][S:26]([O-:28])=O.[Na+].[Na+]. The catalyst is C(Cl)Cl.CO. (5) The reactants are [Cl:1][C:2]1[CH:7]=[CH:6][C:5]([C:8]2[N:9](S(C3C=CC=CC=3)(=O)=O)[CH:10]=[C:11]([C:13]([C:15]3[CH:20]=[CH:19][C:18]([F:21])=[CH:17][CH:16]=3)=[O:14])[N:12]=2)=[CH:4][CH:3]=1.[F-].C([N+](CCCC)(CCCC)CCCC)CCC.C([O-])(O)=O.[Na+]. The catalyst is C1COCC1. The product is [Cl:1][C:2]1[CH:3]=[CH:4][C:5]([C:8]2[NH:9][CH:10]=[C:11]([C:13]([C:15]3[CH:20]=[CH:19][C:18]([F:21])=[CH:17][CH:16]=3)=[O:14])[N:12]=2)=[CH:6][CH:7]=1. The yield is 0.837. (6) The reactants are [N:1]1[C:10]2[C:5](=[CH:6][C:7]([C:11]([OH:13])=[O:12])=[CH:8][CH:9]=2)[CH:4]=[CH:3][CH:2]=1.S(=O)(=O)(O)O.[CH2:19](O)[CH3:20]. The catalyst is C(OCC)(=O)C. The product is [N:1]1[C:10]2[C:5](=[CH:6][C:7]([C:11]([O:13][CH2:19][CH3:20])=[O:12])=[CH:8][CH:9]=2)[CH:4]=[CH:3][CH:2]=1. The yield is 0.810. (7) The reactants are [NH2:1][C:2]1[CH:10]=[C:9]([F:11])[CH:8]=[CH:7][C:3]=1[C:4](O)=[O:5].C1C=CC2N(O)N=[N:18]C=2C=1.CCN(C(C)C)C(C)C.CCN=C=NCCCN(C)C.N.CO. The catalyst is CN(C=O)C. The product is [NH2:1][C:2]1[CH:10]=[C:9]([F:11])[CH:8]=[CH:7][C:3]=1[C:4]([NH2:18])=[O:5]. The yield is 0.660.